Predict the reaction yield, written as a fraction of the theoretical maximum amount of product (1.0 means a 100% yield; for example, 0.34 means a 34% yield). From a dataset of Reaction yield outcomes from USPTO patents with 853,638 reactions. (1) The reactants are [CH3:1][N:2]1[C:7](=[O:8])[C:6]2[C:9]([NH:12][C:13]3[CH:18]=[CH:17][CH:16]=[CH:15][CH:14]=3)=[N:10][NH:11][C:5]=2[NH:4][C:3]1=O.O=P(Cl)(Cl)[Cl:22]. No catalyst specified. The product is [Cl:22][C:3]1[N:2]([CH3:1])[C:7](=[O:8])[C:6]2[C:9]([NH:12][C:13]3[CH:18]=[CH:17][CH:16]=[CH:15][CH:14]=3)=[N:10][NH:11][C:5]=2[N:4]=1. The yield is 0.720. (2) The reactants are [O:1]1[CH:5]=[CH:4][CH:3]=[C:2]1[C:6]1[NH:10][C:9]2[CH:11]=[CH:12][CH:13]=[CH:14][C:8]=2[N:7]=1.Br[CH2:16][C:17]1[CH:36]=[CH:35][C:20]2/[C:21](=[C:31](/[CH3:34])\[C:32]#[N:33])/[C:22]3[CH:29]=[CH:28][C:27]([F:30])=[CH:26][C:23]=3[O:24][CH2:25][C:19]=2[CH:18]=1. No catalyst specified. The product is [F:30][C:27]1[CH:28]=[CH:29][C:22]2=[C:23]([CH:26]=1)[O:24][CH2:25][C:19]1[CH:18]=[C:17]([CH2:16][N:10]3[C:9]4[CH:11]=[CH:12][CH:13]=[CH:14][C:8]=4[N:7]=[C:6]3[C:2]3[O:1][CH:5]=[CH:4][CH:3]=3)[CH:36]=[CH:35][C:20]=1/[C:21]/2=[C:31](/[CH3:34])\[C:32]#[N:33]. The yield is 0.940. (3) The reactants are [Br:1][C:2]1[CH:7]=[CH:6][C:5]([Br:8])=[CH:4][CH:3]=1.[Cl:9][S:10](O)(=[O:12])=[O:11]. No catalyst specified. The product is [Br:1][C:2]1[CH:7]=[CH:6][C:5]([Br:8])=[CH:4][C:3]=1[S:10]([Cl:9])(=[O:12])=[O:11]. The yield is 0.790. (4) The reactants are [CH2:1]([O:4][CH:5]1[O:10][C:9]([CH2:13][OH:14])([CH2:11][OH:12])[C@@H:8]([O:15][CH2:16][C:17]2[CH:22]=[CH:21][CH:20]=[CH:19][CH:18]=2)[C@H:7]([O:23][CH2:24][C:25]2[CH:30]=[CH:29][CH:28]=[CH:27][CH:26]=2)[C@H:6]1[O:31][CH2:32][C:33]1[CH:38]=[CH:37][CH:36]=[CH:35][CH:34]=1)[CH:2]=[CH2:3].[H-].[Na+].Br[CH2:42][C:43]1[CH:48]=[CH:47][C:46]([O:49][CH3:50])=[CH:45][CH:44]=1. The catalyst is CN(C)C=O. The product is [CH2:1]([O:4][CH:5]1[O:10][C:9]([CH2:11][O:12][CH2:42][C:43]2[CH:48]=[CH:47][C:46]([O:49][CH3:50])=[CH:45][CH:44]=2)([CH2:13][O:14][CH2:42][C:43]2[CH:48]=[CH:47][C:46]([O:49][CH3:50])=[CH:45][CH:44]=2)[C@@H:8]([O:15][CH2:16][C:17]2[CH:22]=[CH:21][CH:20]=[CH:19][CH:18]=2)[C@H:7]([O:23][CH2:24][C:25]2[CH:26]=[CH:27][CH:28]=[CH:29][CH:30]=2)[C@H:6]1[O:31][CH2:32][C:33]1[CH:34]=[CH:35][CH:36]=[CH:37][CH:38]=1)[CH:2]=[CH2:3]. The yield is 0.520.